This data is from Reaction yield outcomes from USPTO patents with 853,638 reactions. The task is: Predict the reaction yield, written as a fraction of the theoretical maximum amount of product (1.0 means a 100% yield; for example, 0.34 means a 34% yield). (1) The reactants are Br[C:2]1[CH:7]=[CH:6][CH:5]=[C:4]([Cl:8])[C:3]=1[Cl:9].C(OC([N:17]1[CH:23]=[CH:22][CH:21]=[N:20][CH:19]=[CH:18]1)=O)(C)(C)C.C1(P(C2C=CC=CC=2)C2(P(C3C=CC=CC=3)C3C=CC=CC=3)CC=C3C(C=CC=C3)=C2C2C3C(=CC=CC=3)C=CC=2)C=CC=CC=1. The catalyst is C1(C)C=CC=CC=1.C1C=CC(/C=C/C(/C=C/C2C=CC=CC=2)=O)=CC=1.C1C=CC(/C=C/C(/C=C/C2C=CC=CC=2)=O)=CC=1.C1C=CC(/C=C/C(/C=C/C2C=CC=CC=2)=O)=CC=1.[Pd].[Pd]. The product is [Cl:9][C:3]1[C:4]([Cl:8])=[CH:5][CH:6]=[CH:7][C:2]=1[N:20]1[CH:21]=[CH:22][CH:23]=[N:17][CH:18]=[CH:19]1. The yield is 0.750. (2) The reactants are [OH:1][C:2]1[CH:9]=[CH:8][C:5]([CH:6]=[O:7])=[CH:4][C:3]=1[O:10][CH3:11].CCN(CC)CC.[O:19](S(C(F)(F)F)(=O)=O)[S:20]([C:23]([F:26])([F:25])[F:24])(=O)=[O:21]. The catalyst is C(Cl)Cl. The product is [F:24][C:23]([F:26])([F:25])[S:20]([O:1][C:2]1[CH:9]=[CH:8][C:5]([CH:6]=[O:7])=[CH:4][C:3]=1[O:10][CH3:11])(=[O:21])=[O:19]. The yield is 0.910. (3) The reactants are [CH:1]1([N:6]2[CH2:12][C:11]3([CH2:14][CH2:13]3)[C:10](=[O:15])[N:9]([CH3:16])[C:8]3[CH:17]=[N:18][C:19]([NH:21][C:22]4[CH:30]=[CH:29][C:25]([C:26]([OH:28])=O)=[CH:24][C:23]=4[O:31][CH3:32])=[N:20][C:7]2=3)[CH2:5][CH2:4][CH2:3][CH2:2]1.CCN(C(C)C)C(C)C.CN(C(ON1N=NC2C=CC=CC1=2)=[N+](C)C)C.[B-](F)(F)(F)F.[NH2:64][N:65]1[CH2:70][CH2:69][N:68]([CH2:71][CH2:72][OH:73])[CH2:67][CH2:66]1. The catalyst is C(Cl)Cl. The product is [CH:1]1([N:6]2[CH2:12][C:11]3([CH2:14][CH2:13]3)[C:10](=[O:15])[N:9]([CH3:16])[C:8]3[CH:17]=[N:18][C:19]([NH:21][C:22]4[CH:30]=[CH:29][C:25]([C:26]([NH:64][N:65]5[CH2:70][CH2:69][N:68]([CH2:71][CH2:72][OH:73])[CH2:67][CH2:66]5)=[O:28])=[CH:24][C:23]=4[O:31][CH3:32])=[N:20][C:7]2=3)[CH2:2][CH2:3][CH2:4][CH2:5]1. The yield is 0.390. (4) The reactants are [CH3:1][C:2]([C:4]1[CH:9]=[C:8]([O:10][CH3:11])[C:7]([O:12][CH3:13])=[C:6]([O:14][CH3:15])[CH:5]=1)=[O:3].[F:16][C:17]1[CH:22]=[CH:21][C:20]([NH:23][C:24]2[N:31]=[CH:30][CH:29]=[CH:28][C:25]=2[CH:26]=O)=[CH:19][CH:18]=1.Cl. The catalyst is CO. The product is [F:16][C:17]1[CH:22]=[CH:21][C:20]([NH:23][C:24]2[C:25](/[CH:26]=[CH:1]/[C:2]([C:4]3[CH:5]=[C:6]([O:14][CH3:15])[C:7]([O:12][CH3:13])=[C:8]([O:10][CH3:11])[CH:9]=3)=[O:3])=[CH:28][CH:29]=[CH:30][N:31]=2)=[CH:19][CH:18]=1. The yield is 0.900. (5) The catalyst is C(Cl)Cl. The yield is 0.550. The reactants are C(OC([N:8]1[CH2:15][CH:14]2[C:10]([CH3:26])([N:11]([C:16]([O:18][CH2:19][C:20]3[CH:25]=[CH:24][CH:23]=[CH:22][CH:21]=3)=[O:17])[CH2:12][CH2:13]2)[CH2:9]1)=O)(C)(C)C.C(O)(C(F)(F)F)=O. The product is [CH2:19]([O:18][C:16]([N:11]1[CH2:12][CH2:13][CH:14]2[CH2:15][NH:8][CH2:9][C:10]12[CH3:26])=[O:17])[C:20]1[CH:21]=[CH:22][CH:23]=[CH:24][CH:25]=1. (6) The catalyst is C1COCC1. The product is [Si:1]([O:8][CH2:9][C@@H:10]1[CH2:11][CH2:12][C:13](=[O:15])[N:14]1[C:30]([O:29][CH2:28][C:25]1[CH:26]=[CH:27][CH:22]=[CH:23][CH:24]=1)=[O:31])([C:4]([CH3:7])([CH3:6])[CH3:5])([CH3:3])[CH3:2]. The yield is 0.910. The reactants are [Si:1]([O:8][CH2:9][C@H:10]1[NH:14][C:13](=[O:15])[CH2:12][CH2:11]1)([C:4]([CH3:7])([CH3:6])[CH3:5])([CH3:3])[CH3:2].CC([O-])(C)C.[K+].[CH:22]1[CH:27]=[CH:26][C:25]([CH2:28][O:29][C:30](Cl)=[O:31])=[CH:24][CH:23]=1. (7) No catalyst specified. The yield is 0.700. The reactants are Cl[C:2]1[N:7]=[C:6]([C:8]2[S:9][C:10]3[CH:16]=[C:15]([O:17][CH2:18][CH2:19][CH2:20][F:21])[CH:14]=[CH:13][C:11]=3[CH:12]=2)[CH:5]=[CH:4][N:3]=1.CO.[CH3:24][NH:25][CH3:26]. The product is [CH3:24][N:25]([C:2]1[N:7]=[C:6]([C:8]2[S:9][C:10]3[CH:16]=[C:15]([O:17][CH2:18][CH2:19][CH2:20][F:21])[CH:14]=[CH:13][C:11]=3[CH:12]=2)[CH:5]=[CH:4][N:3]=1)[CH3:26]. (8) The reactants are [SH:1][C:2]1[N:6]([CH2:7][C:8]2[CH:13]=[CH:12][C:11]([C:14]3[CH:19]=[CH:18][CH:17]=[CH:16][C:15]=3[C:20]3[NH:24][N:23]=[N:22][N:21]=3)=[CH:10][CH:9]=2)[C:5]2[C:25]([C:29]([O:31][CH2:32][CH3:33])=[O:30])=[CH:26][CH:27]=[CH:28][C:4]=2[N:3]=1.[CH2:34](I)[CH3:35].Cl. The catalyst is C(O)C. The product is [CH2:34]([S:1][C:2]1[N:6]([CH2:7][C:8]2[CH:9]=[CH:10][C:11]([C:14]3[CH:19]=[CH:18][CH:17]=[CH:16][C:15]=3[C:20]3[NH:24][N:23]=[N:22][N:21]=3)=[CH:12][CH:13]=2)[C:5]2[C:25]([C:29]([O:31][CH2:32][CH3:33])=[O:30])=[CH:26][CH:27]=[CH:28][C:4]=2[N:3]=1)[CH3:35]. The yield is 0.570. (9) The reactants are [I:1][C:2]1[CH:3]=[C:4]([C:8](=[O:15])[CH2:9][C:10]([O:12][CH2:13][CH3:14])=[O:11])[CH:5]=[CH:6][CH:7]=1.C([O-])([O-])=O.[K+].[K+].I[CH:23](C)[CH3:24]. The catalyst is CC(C)=O. The product is [I:1][C:2]1[CH:3]=[C:4]([CH:5]=[CH:6][CH:7]=1)[C:8]([CH:9]([CH2:23][CH3:24])[C:10]([O:12][CH2:13][CH3:14])=[O:11])=[O:15]. The yield is 0.730. (10) The reactants are Cl[C:2]1[N:6]([CH:7]2[CH2:12][CH2:11][N:10]([C:13]3([C:20]4[CH:25]=[CH:24][CH:23]=[CH:22][CH:21]=4)[CH2:19][CH2:18][CH2:17][CH2:16][CH2:15][CH2:14]3)[CH2:9][CH2:8]2)[C:5]2[CH:26]=[CH:27][CH:28]=[CH:29][C:4]=2[N:3]=1.[CH3:30][NH2:31]. The catalyst is CO. The product is [CH3:30][NH:31][C:2]1[N:6]([CH:7]2[CH2:8][CH2:9][N:10]([C:13]3([C:20]4[CH:25]=[CH:24][CH:23]=[CH:22][CH:21]=4)[CH2:14][CH2:15][CH2:16][CH2:17][CH2:18][CH2:19]3)[CH2:11][CH2:12]2)[C:5]2[CH:26]=[CH:27][CH:28]=[CH:29][C:4]=2[N:3]=1. The yield is 0.830.